This data is from Full USPTO retrosynthesis dataset with 1.9M reactions from patents (1976-2016). The task is: Predict the reactants needed to synthesize the given product. (1) Given the product [CH2:8]([CH:5]([CH2:6][CH3:7])[CH:4]([NH2:1])[C:10]1[N:14]([S:15]([C:18]2[CH:19]=[CH:20][C:21]([CH3:24])=[CH:22][CH:23]=2)(=[O:17])=[O:16])[N:13]=[CH:12][CH:11]=1)[CH3:9], predict the reactants needed to synthesize it. The reactants are: [N:1]([CH:4]([C:10]1[N:14]([S:15]([C:18]2[CH:23]=[CH:22][C:21]([CH3:24])=[CH:20][CH:19]=2)(=[O:17])=[O:16])[N:13]=[CH:12][CH:11]=1)[CH:5]([CH2:8][CH3:9])[CH2:6][CH3:7])=[N+]=[N-]. (2) Given the product [OH:21][C@H:19]1[CH2:18][CH2:17][C@@:16]2([CH3:22])[C@@H:15]([CH2:14][CH2:13][C@@H:12]3[C@@H:11]2[CH2:10][CH2:9][C@@:8]2([CH3:23])[C@H:7]3[CH2:6][CH2:5][C@@H:4]2[C:2](=[O:3])[CH3:1])[CH2:20]1, predict the reactants needed to synthesize it. The reactants are: [CH3:1][C:2]([C@@H:4]1[C@@:8]2([CH3:23])[CH2:9][CH2:10][C@@H:11]3[C@@:16]4([CH3:22])[CH2:17][CH2:18][C@H:19]([OH:21])[CH2:20][C:15]4=[CH:14][CH2:13][C@H:12]3[C@@H:7]2[CH2:6][CH2:5]1)=[O:3].C(O)(=O)C.[H][H]. (3) Given the product [CH3:1][N:2]([CH3:12])[C:3]1[CH:4]=[C:5]([NH2:9])[CH:6]=[CH:7][CH:8]=1, predict the reactants needed to synthesize it. The reactants are: [CH3:1][N:2]([CH3:12])[C:3]1[CH:8]=[CH:7][CH:6]=[C:5]([N+:9]([O-])=O)[CH:4]=1. (4) Given the product [F:26][C:18]1[CH:17]=[C:16]([C:10]2[C:9]([NH:8][OH:28])([CH3:27])[C:13](=[O:14])[N:12]([CH3:15])[N:11]=2)[CH:21]=[CH:20][C:19]=1[S:22]([CH3:25])(=[O:24])=[O:23], predict the reactants needed to synthesize it. The reactants are: C(OC([N:8]([O:28]C(OC(C)(C)C)=O)[C:9]1([CH3:27])[C:13](=[O:14])[N:12]([CH3:15])[N:11]=[C:10]1[C:16]1[CH:21]=[CH:20][C:19]([S:22]([CH3:25])(=[O:24])=[O:23])=[C:18]([F:26])[CH:17]=1)=O)(C)(C)C. (5) Given the product [CH3:5][O:4][C:2](=[O:3])[NH:17][CH2:16][C:15]1[CH:18]=[CH:19][C:20]([Cl:21])=[C:13]([C:12]([CH3:23])([CH3:22])[O:11][SiH2:10][C:6]([CH3:9])([CH3:8])[CH3:7])[CH:14]=1, predict the reactants needed to synthesize it. The reactants are: Cl[C:2]([O:4][CH3:5])=[O:3].[C:6]([SiH2:10][O:11][C:12]([CH3:23])([CH3:22])[C:13]1[CH:14]=[C:15]([CH:18]=[CH:19][C:20]=1[Cl:21])[CH2:16][NH2:17])([CH3:9])([CH3:8])[CH3:7].CCN(C(C)C)C(C)C. (6) Given the product [N:11]1([CH2:10][CH2:15][O:1][C:2]2[C:7]3[C:8](=[O:32])[NH:9][C:10]4[C:15]([C:6]=3[CH:5]=[CH:4][CH:3]=2)=[C:14]([NH:16][C:17]2[CH:18]=[CH:19][CH:20]=[CH:21][C:22]=2[C:49]2[CH:50]=[CH:51][C:46]([C:8]([NH2:9])=[O:32])=[CH:47][CH:48]=2)[CH:13]=[CH:12][N:11]=4)[CH2:12][CH2:60][O:62][CH2:63][CH2:65]1, predict the reactants needed to synthesize it. The reactants are: [OH:1][C:2]1[C:7]2[C:8](=[O:32])[NH:9][C:10]3[C:15]([C:6]=2[CH:5]=[CH:4][CH:3]=1)=[C:14]([NH:16][C:17]1[CH:22]=[CH:21][C:20](NC(=O)C2C=CC=CC=2)=[CH:19][CH:18]=1)[CH:13]=[CH:12][N:11]=3.[C:46]1(P([C:46]2[CH:51]=[CH:50][CH:49]=[CH:48][CH:47]=2)[C:46]2[CH:51]=[CH:50][CH:49]=[CH:48][CH:47]=2)[CH:51]=[CH:50][CH:49]=[CH:48][CH:47]=1.[CH3:65][CH:63]([O:62][C:60](/N=N/[C:60]([O:62][CH:63]([CH3:65])C)=O)=O)C. (7) Given the product [N:12]1[S:13][N:14]=[C:15]2[C:20]([N:21]3[C:8]([CH2:7][C:1]4[CH:6]=[CH:5][CH:4]=[CH:3][CH:2]=4)=[N:10][NH:11][C:22]3=[S:23])=[CH:19][CH:18]=[CH:17][C:16]=12, predict the reactants needed to synthesize it. The reactants are: [C:1]1([CH2:7][C:8]([NH:10][NH2:11])=O)[CH:6]=[CH:5][CH:4]=[CH:3][CH:2]=1.[N:12]1[S:13][N:14]=[C:15]2[C:20]([N:21]=[C:22]=[S:23])=[CH:19][CH:18]=[CH:17][C:16]=12. (8) Given the product [F:1][C:2]1[CH:7]=[CH:6][C:5]([C@H:8]([NH:10][C:11]([NH:13][C:14]2[N:19]=[CH:18][C:17]3[CH:20]=[N:21][NH:22][C:16]=3[CH:15]=2)=[O:12])[CH3:9])=[CH:4][CH:3]=1, predict the reactants needed to synthesize it. The reactants are: [F:1][C:2]1[CH:7]=[CH:6][C:5]([C@H:8]([NH:10][C:11]([NH:13][C:14]2[N:19]=[CH:18][C:17]3[CH:20]=[N:21][N:22](C(C4C=CC=CC=4)(C4C=CC=CC=4)C4C=CC=CC=4)[C:16]=3[CH:15]=2)=[O:12])[CH3:9])=[CH:4][CH:3]=1.C(O)(C(F)(F)F)=O.C([SiH](CC)CC)C.